Dataset: Full USPTO retrosynthesis dataset with 1.9M reactions from patents (1976-2016). Task: Predict the reactants needed to synthesize the given product. (1) Given the product [O:13]1[CH2:14][CH2:15][O:16][CH:12]1[C:8]1[S:7][CH:11]=[CH:10][N:9]=1, predict the reactants needed to synthesize it. The reactants are: C1C=CC=CC=1.[S:7]1[CH:11]=[CH:10][N:9]=[C:8]1[CH:12]=[O:13].[CH2:14](O)[CH2:15][OH:16].O.C1(C)C=CC(S(O)(=O)=O)=CC=1. (2) Given the product [CH3:6][S:5][CH2:4][CH2:3][CH:2]1[NH:1][C:7](=[O:9])[CH:2]([CH2:3][CH2:4][S:5][CH3:6])[NH:1][C:7]1=[O:9], predict the reactants needed to synthesize it. The reactants are: [NH2:1][C@H:2]([C:7]([OH:9])=O)[CH2:3][CH2:4][S:5][CH3:6]. (3) Given the product [NH4+:2].[OH-:16].[CH3:1][N:2]1[C@@:6]2([CH2:14][C:13]3[C:8](=[CH:9][CH:10]=[C:11]([C:15]([NH:21][C@H:22]4[CH2:27][C@@H:26]([C:28]5[CH:33]=[C:32]([F:34])[CH:31]=[C:30]([F:35])[C:29]=5[F:36])[C@@H:25]([CH3:37])[N:24]([CH2:38][C:39]([F:42])([F:41])[F:40])[C:23]4=[O:43])=[O:16])[CH:12]=3)[CH2:7]2)[C:5](=[O:18])[NH:4][C:3]1=[O:19], predict the reactants needed to synthesize it. The reactants are: [CH3:1][N:2]1[C@@:6]2([CH2:14][C:13]3[C:8](=[CH:9][CH:10]=[C:11]([C:15](O)=[O:16])[CH:12]=3)[CH2:7]2)[C:5](=[O:18])[NH:4][C:3]1=[O:19].Cl.[NH2:21][C@H:22]1[CH2:27][C@@H:26]([C:28]2[CH:33]=[C:32]([F:34])[CH:31]=[C:30]([F:35])[C:29]=2[F:36])[C@@H:25]([CH3:37])[N:24]([CH2:38][C:39]([F:42])([F:41])[F:40])[C:23]1=[O:43].C1C=CC2N(O)N=NC=2C=1.C(Cl)CCl.C(N(CC)C(C)C)(C)C.C(=O)(O)[O-].[Na+]. (4) Given the product [F:1][C:2]1[CH:3]=[C:4]([C@@H:9]2[CH2:13][N:12]([CH2:14][CH2:15][O:16][CH3:17])[CH2:11][C@H:10]2[NH:18][C:19]([NH:21][C:22]2[N:26]([C:27]3[CH:32]=[CH:31][CH:30]=[CH:29][CH:28]=3)[N:25]=[C:24]([CH2:33][O:37][CH3:38])[C:23]=2[CH2:35][OH:34])=[O:20])[CH:5]=[CH:6][C:7]=1[F:8], predict the reactants needed to synthesize it. The reactants are: [F:1][C:2]1[CH:3]=[C:4]([C@@H:9]2[CH2:13][N:12]([CH2:14][CH2:15][O:16][CH3:17])[CH2:11][C@H:10]2[NH:18][C:19]([NH:21][C:22]2[N:26]([C:27]3[CH:32]=[CH:31][CH:30]=[CH:29][CH:28]=3)[N:25]=[C:24]3[CH2:33][O:34][CH2:35][C:23]=23)=[O:20])[CH:5]=[CH:6][C:7]=1[F:8].Cl.[O:37]1CCOC[CH2:38]1. (5) Given the product [OH:1][C@H:2]1[CH2:6][N:5]([C:7](=[O:12])[C@@H:8]([N:10]([CH3:11])[C:33](=[O:35])[CH2:32][CH2:31][O:30][CH3:29])[CH3:9])[C@H:4]([C:13]([NH:15][CH2:16][C:17]2[CH:22]=[CH:21][C:20]([C:23]3[S:27][CH:26]=[N:25][C:24]=3[CH3:28])=[CH:19][CH:18]=2)=[O:14])[CH2:3]1, predict the reactants needed to synthesize it. The reactants are: [OH:1][C@H:2]1[CH2:6][N:5]([C:7](=[O:12])[C@@H:8]([NH:10][CH3:11])[CH3:9])[C@H:4]([C:13]([NH:15][CH2:16][C:17]2[CH:22]=[CH:21][C:20]([C:23]3[S:27][CH:26]=[N:25][C:24]=3[CH3:28])=[CH:19][CH:18]=2)=[O:14])[CH2:3]1.[CH3:29][O:30][CH2:31][CH2:32][C:33]([OH:35])=O.CCN(C(C)C)C(C)C.CN(C(ON1N=NC2C=CC=NC1=2)=[N+](C)C)C.F[P-](F)(F)(F)(F)F. (6) Given the product [Cl:1][C:2]1[C:7]([Cl:8])=[C:6]([C:9]([OH:18])([C:14]([F:15])([F:16])[F:17])[C:10]([F:13])([F:12])[F:11])[CH:5]=[CH:4][C:3]=1[C:19]1[S:23][C:22]([C:24]2[N:28]=[C:27]([CH2:29][C:30]([CH3:36])([CH3:35])[C:31]([OH:33])=[O:32])[O:26][N:25]=2)=[N:21][C:20]=1[C:37]([N:39]1[CH2:44][CH2:43][CH2:42][CH2:41][C@@H:40]1[CH3:45])=[O:38], predict the reactants needed to synthesize it. The reactants are: [Cl:1][C:2]1[C:7]([Cl:8])=[C:6]([C:9]([OH:18])([C:14]([F:17])([F:16])[F:15])[C:10]([F:13])([F:12])[F:11])[CH:5]=[CH:4][C:3]=1[C:19]1[S:23][C:22]([C:24]2[N:28]=[C:27]([CH2:29][C:30]([CH3:36])([CH3:35])[C:31]([O:33]C)=[O:32])[O:26][N:25]=2)=[N:21][C:20]=1[C:37]([N:39]1[CH2:44][CH2:43][CH2:42][CH2:41][C@@H:40]1[CH3:45])=[O:38].O[Li].O.